From a dataset of Catalyst prediction with 721,799 reactions and 888 catalyst types from USPTO. Predict which catalyst facilitates the given reaction. (1) Reactant: [C:1]([O:4][C@@H:5]1[C@@H:11]([O:12][C:13](=[O:15])[CH3:14])[C@H:10]([O:16][C:17](=[O:19])[CH3:18])[C@@H:9]([CH2:20][O:21][C:22](=[O:24])[CH3:23])[S:8][CH:6]1[OH:7])(=[O:3])[CH3:2].[C:25]([C:28]1[C:34](O)=[CH:33][C:32]([CH3:36])=[CH:31][C:29]=1[OH:30])(=[O:27])[CH3:26].C1(P(C2C=CC=CC=2)C2C=CC=CC=2)C=CC=CC=1.N(C(OC(C)C)=O)=NC(OC(C)C)=O. Product: [C:1]([O:4][C@@H:5]1[C@@H:11]([O:12][C:13](=[O:15])[CH3:14])[C@H:10]([O:16][C:17](=[O:19])[CH3:18])[C@@H:9]([CH2:20][O:21][C:22](=[O:24])[CH3:23])[S:8][C@H:6]1[O:7][C:34]1[CH:33]=[C:32]([CH3:36])[CH:31]=[C:29]([OH:30])[C:28]=1[C:25](=[O:27])[CH3:26])(=[O:3])[CH3:2]. The catalyst class is: 11. (2) Reactant: [CH3:1][O:2][C:3]([C:5]1[C@@H:10]([C:11]2[CH:16]=[CH:15][C:14]([C:17]#[N:18])=[CH:13][C:12]=2[CH2:19][CH2:20][CH2:21][N:22]([CH3:24])[CH3:23])[N:9]2[C:25](=[O:28])[NH:26][N:27]=[C:8]2[N:7]([C:29]2[CH:34]=[CH:33][CH:32]=[C:31]([C:35]([F:38])([F:37])[F:36])[CH:30]=2)[C:6]=1[CH3:39])=[O:4].[CH3:40][Br:41]. Product: [Br-:41].[C:17]([C:14]1[CH:15]=[CH:16][C:11]([C@H:10]2[N:9]3[C:25](=[O:28])[NH:26][N:27]=[C:8]3[N:7]([C:29]3[CH:34]=[CH:33][CH:32]=[C:31]([C:35]([F:37])([F:36])[F:38])[CH:30]=3)[C:6]([CH3:39])=[C:5]2[C:3]([O:2][CH3:1])=[O:4])=[C:12]([CH2:19][CH2:20][CH2:21][N+:22]([CH3:40])([CH3:24])[CH3:23])[CH:13]=1)#[N:18]. The catalyst class is: 23.